Regression. Given two drug SMILES strings and cell line genomic features, predict the synergy score measuring deviation from expected non-interaction effect. From a dataset of NCI-60 drug combinations with 297,098 pairs across 59 cell lines. (1) Drug 1: CN1C(=O)N2C=NC(=C2N=N1)C(=O)N. Drug 2: C1=NC(=NC(=O)N1C2C(C(C(O2)CO)O)O)N. Cell line: TK-10. Synergy scores: CSS=14.5, Synergy_ZIP=-8.10, Synergy_Bliss=0.745, Synergy_Loewe=-28.8, Synergy_HSA=-5.73. (2) Drug 1: C1=NC2=C(N1)C(=S)N=C(N2)N. Drug 2: CC1=C(C=C(C=C1)C(=O)NC2=CC(=CC(=C2)C(F)(F)F)N3C=C(N=C3)C)NC4=NC=CC(=N4)C5=CN=CC=C5. Cell line: HOP-62. Synergy scores: CSS=45.1, Synergy_ZIP=5.78, Synergy_Bliss=3.48, Synergy_Loewe=1.18, Synergy_HSA=5.04.